Dataset: Full USPTO retrosynthesis dataset with 1.9M reactions from patents (1976-2016). Task: Predict the reactants needed to synthesize the given product. (1) The reactants are: [Cl:1][C:2]1[N:7]=[C:6](Cl)[CH:5]=[CH:4][N:3]=1.[C:9]([O:12][CH2:13][CH:14]=[CH:15]B1OC(C)(C)C(C)(C)O1)(=O)C.[O-]P([O-])([O-])=O.[K+].[K+].[K+].C1(P(C2CCCCC2)C2C=CC=CC=2C2C(OC)=CC=CC=2OC)CCCCC1. Given the product [Cl:1][C:2]1[N:7]=[C:6](/[CH:15]=[CH:14]/[CH2:13][O:12][CH3:9])[CH:5]=[CH:4][N:3]=1, predict the reactants needed to synthesize it. (2) The reactants are: Cl[C:2]1C=C(C=C[CH:11]=1)C(OO)=O.C(S[C:15]1[CH:19]=[C:18]([C:20]([F:23])([F:22])[F:21])[S:17][C:16]=1[C:24]1[N:36]([CH3:37])[C:27]2=[N:28][CH:29]=[C:30]([C:32]([F:35])([F:34])[F:33])[CH:31]=[C:26]2[N:25]=1)C.[S:38]([O-:42])([O-])(=[O:40])=S.[Na+].[Na+]. Given the product [CH2:2]([S:38]([C:15]1[CH:19]=[C:18]([C:20]([F:21])([F:23])[F:22])[S:17][C:16]=1[C:24]1[N:36]([CH3:37])[C:27]2=[N:28][CH:29]=[C:30]([C:32]([F:35])([F:33])[F:34])[CH:31]=[C:26]2[N:25]=1)(=[O:42])=[O:40])[CH3:11], predict the reactants needed to synthesize it. (3) Given the product [F:12][C:2]([F:1])([F:13])[C:3]1[CH:4]=[CH:5][C:6]([C:7]([N:50]2[CH2:49][CH2:48][N:47]([C:53]([O:55][C:56]([CH3:59])([CH3:58])[CH3:57])=[O:54])[CH2:52][CH2:51]2)=[O:9])=[CH:10][CH:11]=1, predict the reactants needed to synthesize it. The reactants are: [F:1][C:2]([F:13])([F:12])[C:3]1[CH:11]=[CH:10][C:6]([C:7]([OH:9])=O)=[CH:5][CH:4]=1.CN(C(ON1N=NC2C=CC=NC1=2)=[N+](C)C)C.F[P-](F)(F)(F)(F)F.CCN(C(C)C)C(C)C.[N:47]1([C:53]([O:55][C:56]([CH3:59])([CH3:58])[CH3:57])=[O:54])[CH2:52][CH2:51][NH:50][CH2:49][CH2:48]1. (4) Given the product [N:24]1([C:19](=[O:20])[CH2:18][CH2:17][N:5]2[C:6]3[C:15]4[CH:14]=[CH:13][CH:12]=[CH:11][C:10]=4[N:9]=[CH:8][C:7]=3[N:16]=[C:4]2[CH2:1][CH2:2][CH3:3])[CH2:29][CH2:28][O:27][CH2:26][CH2:25]1, predict the reactants needed to synthesize it. The reactants are: [CH2:1]([C:4]1[N:5]([CH2:17][CH2:18][C:19](OCC)=[O:20])[C:6]2[C:15]3[CH:14]=[CH:13][CH:12]=[CH:11][C:10]=3[N:9]=[CH:8][C:7]=2[N:16]=1)[CH2:2][CH3:3].[NH:24]1[CH2:29][CH2:28][O:27][CH2:26][CH2:25]1. (5) Given the product [N+:1]([C:4]1[CH:9]=[CH:8][CH:7]=[CH:6][C:5]=1[S:10]([N:13]([CH2:19][C:18]1[CH:23]=[CH:14][C:15]([C:24]([NH:32][C:31]2[CH:30]=[CH:6][CH:5]=[CH:4][N:1]=2)=[O:27])=[CH:16][CH:17]=1)[CH:14]1[C:23]2[N:22]=[CH:21][CH:20]=[CH:19][C:18]=2[CH2:17][CH2:16][CH2:15]1)(=[O:11])=[O:12])([O-:3])=[O:2], predict the reactants needed to synthesize it. The reactants are: [N+:1]([C:4]1[CH:9]=[CH:8][CH:7]=[CH:6][C:5]=1[S:10]([NH:13][CH:14]1[C:23]2[N:22]=[CH:21][CH:20]=[CH:19][C:18]=2[CH2:17][CH2:16][CH2:15]1)(=[O:12])=[O:11])([O-:3])=[O:2].[C:24]([O-:27])([O-])=O.[K+].[K+].[CH3:30][C:31]#[N:32].